Dataset: Forward reaction prediction with 1.9M reactions from USPTO patents (1976-2016). Task: Predict the product of the given reaction. (1) Given the reactants [NH2:1][C:2]1[N:7]=[C:6]([C:8]([OH:10])=O)[CH:5]=[CH:4][CH:3]=1.CCN(C(C)C)C(C)C.[C:20]12([CH2:30][NH2:31])[CH2:29][CH:24]3[CH2:25][CH:26]([CH2:28][CH:22]([CH2:23]3)[CH2:21]1)[CH2:27]2.F[P-](F)(F)(F)(F)F.N1(O[P+](N(C)C)(N(C)C)N(C)C)C2C=CC=CC=2N=N1, predict the reaction product. The product is: [C:20]12([CH2:30][NH:31][C:8]([C:6]3[CH:5]=[CH:4][CH:3]=[C:2]([NH2:1])[N:7]=3)=[O:10])[CH2:27][CH:26]3[CH2:25][CH:24]([CH2:23][CH:22]([CH2:28]3)[CH2:21]1)[CH2:29]2. (2) The product is: [CH2:1]([NH:8][C:9]([NH:11][C:12]1[CH:13]=[CH:14][C:15]([CH2:18][C:19](=[O:20])[CH3:24])=[CH:16][CH:17]=1)=[O:10])[C:2]1[CH:3]=[CH:4][CH:5]=[CH:6][CH:7]=1. Given the reactants [CH2:1]([NH:8][C:9]([NH:11][C:12]1[CH:17]=[CH:16][C:15]([CH2:18][C:19]2([CH3:24])OCC[O:20]2)=[CH:14][CH:13]=1)=[O:10])[C:2]1[CH:7]=[CH:6][CH:5]=[CH:4][CH:3]=1.C(O)(=O)C.C(NC(NC1C=CC=C(CC(=O)C)C=1)=O)C1C=CC=CC=1, predict the reaction product.